From a dataset of Reaction yield outcomes from USPTO patents with 853,638 reactions. Predict the reaction yield, written as a fraction of the theoretical maximum amount of product (1.0 means a 100% yield; for example, 0.34 means a 34% yield). (1) The reactants are Br[C:2]1[CH:3]=[C:4]([CH2:12][CH2:13][CH2:14][CH2:15][O:16][Si:17]([C:20]([CH3:23])([CH3:22])[CH3:21])([CH3:19])[CH3:18])[N:5]2[C:10]=1[C:9]([NH2:11])=[N:8][CH:7]=[N:6]2.[CH2:24]([N:31]1[CH:39]=[C:38]2[C:33]([CH:34]=[C:35](B3OC(C)(C)C(C)(C)O3)[CH:36]=[CH:37]2)=[N:32]1)[C:25]1[CH:30]=[CH:29][CH:28]=[CH:27][CH:26]=1.C([O-])([O-])=O.[Na+].[Na+]. The catalyst is COCCOC. The product is [CH2:24]([N:31]1[CH:39]=[C:38]2[C:33]([CH:34]=[C:35]([C:2]3[CH:3]=[C:4]([CH2:12][CH2:13][CH2:14][CH2:15][O:16][Si:17]([C:20]([CH3:23])([CH3:22])[CH3:21])([CH3:19])[CH3:18])[N:5]4[C:10]=3[C:9]([NH2:11])=[N:8][CH:7]=[N:6]4)[CH:36]=[CH:37]2)=[N:32]1)[C:25]1[CH:30]=[CH:29][CH:28]=[CH:27][CH:26]=1. The yield is 0.480. (2) The catalyst is C(Cl)Cl. The product is [NH2:7][C:8]1[C:9]2[N:10]([N:16]=[CH:17][CH:18]=2)[C:11]([C:14]#[N:15])=[CH:12][CH:13]=1. The yield is 0.580. The reactants are C(OC(=O)[NH:7][C:8]1[C:9]2[N:10]([N:16]=[CH:17][CH:18]=2)[C:11]([C:14]#[N:15])=[CH:12][CH:13]=1)(C)(C)C.C(O)(C(F)(F)F)=O. (3) The product is [CH:27]1([NH:30][C:6](=[O:7])[C:5]2[CH:9]=[CH:10][C:2]([CH3:1])=[C:3]([C:11]3[CH:12]=[C:13]4[C:17](=[CH:18][CH:19]=3)[C:16](=[O:20])[N:15]([C:21]3[CH:22]=[CH:23][CH:24]=[CH:25][CH:26]=3)[CH2:14]4)[CH:4]=2)[CH2:29][CH2:28]1. The yield is 0.490. The catalyst is CN(C=O)C. The reactants are [CH3:1][C:2]1[CH:10]=[CH:9][C:5]([C:6](O)=[O:7])=[CH:4][C:3]=1[C:11]1[CH:12]=[C:13]2[C:17](=[CH:18][CH:19]=1)[C:16](=[O:20])[N:15]([C:21]1[CH:26]=[CH:25][CH:24]=[CH:23][CH:22]=1)[CH2:14]2.[CH:27]1([NH2:30])[CH2:29][CH2:28]1.C1C=CC2N(O)N=NC=2C=1.C1CN([P+](ON2N=NC3C=CC=CC2=3)(N2CCCC2)N2CCCC2)CC1.F[P-](F)(F)(F)(F)F.C(N(CC)C(C)C)(C)C.